Dataset: Forward reaction prediction with 1.9M reactions from USPTO patents (1976-2016). Task: Predict the product of the given reaction. The product is: [CH3:1][S:2][C:3]1[N:4]=[CH:5][C:6]2[CH2:12][N:11]([C:14]3[CH:15]=[N:16][CH:17]=[C:18]([CH:32]=3)[C:19]([NH:21][C:22]3[CH:27]=[CH:26][CH:25]=[C:24]([C:28]([F:31])([F:29])[F:30])[CH:23]=3)=[O:20])[CH2:10][CH2:9][C:7]=2[N:8]=1. Given the reactants [CH3:1][S:2][C:3]1[N:4]=[CH:5][C:6]2[CH2:12][NH:11][CH2:10][CH2:9][C:7]=2[N:8]=1.Br[C:14]1[CH:15]=[N:16][CH:17]=[C:18]([CH:32]=1)[C:19]([NH:21][C:22]1[CH:27]=[CH:26][CH:25]=[C:24]([C:28]([F:31])([F:30])[F:29])[CH:23]=1)=[O:20], predict the reaction product.